Task: Regression/Classification. Given a drug SMILES string, predict its absorption, distribution, metabolism, or excretion properties. Task type varies by dataset: regression for continuous measurements (e.g., permeability, clearance, half-life) or binary classification for categorical outcomes (e.g., BBB penetration, CYP inhibition). For this dataset (solubility_aqsoldb), we predict Y.. Dataset: Aqueous solubility values for 9,982 compounds from the AqSolDB database The molecule is CCCCCCC(O)CCCCCCCCCCC(=O)[O-].CCCCCCC(O)CCCCCCCCCCC(=O)[O-].[Zn+2]. The Y is -5.45 log mol/L.